This data is from Peptide-MHC class II binding affinity with 134,281 pairs from IEDB. The task is: Regression. Given a peptide amino acid sequence and an MHC pseudo amino acid sequence, predict their binding affinity value. This is MHC class II binding data. The peptide sequence is RCALHWFPGSHLLHV. The MHC is HLA-DPA10201-DPB11401 with pseudo-sequence HLA-DPA10201-DPB11401. The binding affinity (normalized) is 0.263.